Dataset: TCR-epitope binding with 47,182 pairs between 192 epitopes and 23,139 TCRs. Task: Binary Classification. Given a T-cell receptor sequence (or CDR3 region) and an epitope sequence, predict whether binding occurs between them. The epitope is KLNVGDYFV. The TCR CDR3 sequence is CASSYPEETQYF. Result: 0 (the TCR does not bind to the epitope).